The task is: Regression. Given a target protein amino acid sequence and a drug SMILES string, predict the binding affinity score between them. We predict pKd (pKd = -log10(Kd in M); higher means stronger binding). Dataset: davis.. This data is from Kinase inhibitor binding affinity data with 442 proteins and 68 drugs (Kd values). The small molecule is CC12OC(CC1(O)CO)n1c3ccccc3c3c4c(c5c6ccccc6n2c5c31)CNC4=O. The target protein (YANK3) has sequence MRSGAERRGSSAAASPGSPPPGRARPAGSDAPSALPPPAAGQPRARDSGDVRSQPRPLFQWSKWKKRMGSSMSAATARRPVFDDKEDVNFDHFQILRAIGKGSFGKVCIVQKRDTEKMYAMKYMNKQQCIERDEVRNVFRELEILQEIEHVFLVNLWYSFQDEEDMFMVVDLLLGGDLRYHLQQNVQFSEDTVRLYICEMALALDYLRGQHIIHRDVKPDNILLDERGHAHLTDFNIATIIKDGERATALAGTKPYMAPEIFHSFVNGGTGYSFEVDWWSVGVMAYELLRGWRPYDIHSSNAVESLVQLFSTVSVQYVPTWSKEMVALLRKLLTVNPEHRLSSLQDVQAAPALAGVLWDHLSEKRVEPGFVPNKGRLHCDPTFELEEMILESRPLHKKKKRLAKNKSRDNSRDSSQSENDYLQDCLDAIQQDFVIFNREKLKRSQDLPREPLPAPESRDAAEPVEDEAERSALPMCGPICPSAGSG. The pKd is 5.1.